This data is from Catalyst prediction with 721,799 reactions and 888 catalyst types from USPTO. The task is: Predict which catalyst facilitates the given reaction. (1) Reactant: [C:1]1([CH:7]([N:13]2[CH2:18][CH2:17][N:16]([S:19]([C:22]3[CH:27]=[CH:26][C:25]([CH3:28])=[CH:24][CH:23]=3)(=[O:21])=[O:20])[CH2:15][CH2:14]2)[CH2:8][S:9][C:10](=O)[CH3:11])[CH:6]=[CH:5][CH:4]=[CH:3][CH:2]=1.C[O-].[Na+].[F:32][C:33]([F:47])([F:46])[C:34]1[CH:35]=C([CH:39]=[C:40]([C:42]([F:45])([F:44])[F:43])[CH:41]=1)CBr. Product: [F:32][C:33]([F:46])([F:47])[C:34]1[CH:35]=[C:11]([CH:39]=[C:40]([C:42]([F:43])([F:44])[F:45])[CH:41]=1)[CH2:10][S:9][CH2:8][CH:7]([N:13]1[CH2:18][CH2:17][N:16]([S:19]([C:22]2[CH:27]=[CH:26][C:25]([CH3:28])=[CH:24][CH:23]=2)(=[O:21])=[O:20])[CH2:15][CH2:14]1)[C:1]1[CH:6]=[CH:5][CH:4]=[CH:3][CH:2]=1. The catalyst class is: 5. (2) The catalyst class is: 12. Reactant: [OH:1][C:2]1[C:7]([C:8]([NH:10][C@@H:11]([C:24]2[CH:29]=[CH:28][CH:27]=[CH:26][CH:25]=2)[C:12]2[CH:17]=[CH:16][C:15]([P:18]([CH3:23])(=[O:22])[O:19]CC)=[CH:14][CH:13]=2)=[O:9])=[CH:6][N:5]=[C:4]([N:30]2[CH:34]=[CH:33][CH:32]=[N:31]2)[N:3]=1.[OH-].[Na+]. Product: [OH:1][C:2]1[C:7]([C:8]([NH:10][C@@H:11]([C:24]2[CH:29]=[CH:28][CH:27]=[CH:26][CH:25]=2)[C:12]2[CH:13]=[CH:14][C:15]([P:18]([CH3:23])(=[O:19])[OH:22])=[CH:16][CH:17]=2)=[O:9])=[CH:6][N:5]=[C:4]([N:30]2[CH:34]=[CH:33][CH:32]=[N:31]2)[N:3]=1. (3) Reactant: C(OC(=O)[N:7]([CH2:16][CH2:17][CH2:18][C:19]1[N:20]([CH2:24][C@:25]([C:29]2[CH:34]=[CH:33][C:32]([F:35])=[C:31]([O:36][CH2:37][CH:38]3[CH2:40][CH2:39]3)[CH:30]=2)([OH:28])[CH2:26][CH3:27])[N:21]=[N:22][CH:23]=1)[CH:8]1[CH2:13][CH2:12][C:11](=[O:14])[NH:10][C:9]1=[O:15])(C)(C)C.Cl. Product: [CH:38]1([CH2:37][O:36][C:31]2[CH:30]=[C:29]([C@@:25]([OH:28])([CH2:26][CH3:27])[CH2:24][N:20]3[C:19]([CH2:18][CH2:17][CH2:16][NH:7][CH:8]4[CH2:13][CH2:12][C:11](=[O:14])[NH:10][C:9]4=[O:15])=[CH:23][N:22]=[N:21]3)[CH:34]=[CH:33][C:32]=2[F:35])[CH2:39][CH2:40]1. The catalyst class is: 343. (4) Reactant: Br[C:2]1[CH:18]=[CH:17][C:5]([O:6][CH2:7][CH2:8][O:9][Si:10]([C:13]([CH3:16])([CH3:15])[CH3:14])([CH3:12])[CH3:11])=[CH:4][CH:3]=1.C([Li])CCC.[Cl:24][C:25]1[CH:36]=[CH:35][C:28]([C:29](N(OC)C)=[O:30])=[CH:27][C:26]=1[S:37](=[O:40])(=[O:39])[NH2:38]. Product: [C:13]([Si:10]([CH3:12])([CH3:11])[O:9][CH2:8][CH2:7][O:6][C:5]1[CH:17]=[CH:18][C:2]([C:29]([C:28]2[CH:35]=[CH:36][C:25]([Cl:24])=[C:26]([S:37]([NH2:38])(=[O:39])=[O:40])[CH:27]=2)=[O:30])=[CH:3][CH:4]=1)([CH3:16])([CH3:15])[CH3:14]. The catalyst class is: 7. (5) Reactant: [CH3:1][NH:2][C@@H:3]([C:11]1[CH:16]=[CH:15][CH:14]=[CH:13][CH:12]=1)[CH2:4][N:5]1[CH2:9][CH2:8][C@H:7]([OH:10])[CH2:6]1.[Cl:17][C:18]1[CH:19]=[C:20]([CH2:25][C:26]([OH:28])=O)[CH:21]=[CH:22][C:23]=1[Cl:24].C(N(CC)C(C)C)(C)C.F[B-](F)(F)F.N1(OC(N(C)C)=[N+](C)C)C2C=CC=CC=2N=N1. Product: [ClH:17].[Cl:17][C:18]1[CH:19]=[C:20]([CH2:25][C:26]([N:2]([C@@H:3]([C:11]2[CH:16]=[CH:15][CH:14]=[CH:13][CH:12]=2)[CH2:4][N:5]2[CH2:9][CH2:8][C@H:7]([OH:10])[CH2:6]2)[CH3:1])=[O:28])[CH:21]=[CH:22][C:23]=1[Cl:24]. The catalyst class is: 10. (6) The catalyst class is: 1. Product: [Br:1][C:2]1[CH:17]=[CH:16][C:5]2[N:6]=[C:7]([NH:21][C:20]3[C:19]([F:18])=[CH:25][C:24]([F:26])=[CH:23][C:22]=3[F:27])[C:8]3[C:13]([C:4]=2[CH:3]=1)=[C:12]([Cl:14])[N:11]=[CH:10][CH:9]=3. Reactant: [Br:1][C:2]1[CH:17]=[CH:16][C:5]2[N:6]=[C:7](Cl)[C:8]3[C:13]([C:4]=2[CH:3]=1)=[C:12]([Cl:14])[N:11]=[CH:10][CH:9]=3.[F:18][C:19]1[CH:25]=[C:24]([F:26])[CH:23]=[C:22]([F:27])[C:20]=1[NH2:21].CC(C)([O-])C.[Na+].